This data is from Full USPTO retrosynthesis dataset with 1.9M reactions from patents (1976-2016). The task is: Predict the reactants needed to synthesize the given product. (1) Given the product [C:33]([NH:32][C:29]1[CH:30]=[CH:31][C:26]([NH:25][C:13]([CH:14]2[C:15]3[C:16](=[CH:20][CH:21]=[CH:22][CH:23]=3)[C:17](=[O:19])[N:12]([CH2:11][CH2:10][O:9][CH3:8])[CH:6]2[C:2]2[S:1][CH:5]=[CH:4][CH:3]=2)=[O:24])=[CH:27][CH:28]=1)(=[O:35])[CH3:34], predict the reactants needed to synthesize it. The reactants are: [S:1]1[CH:5]=[CH:4][CH:3]=[C:2]1[CH:6]=O.[CH3:8][O:9][CH2:10][CH2:11][NH2:12].[C:13]1(=[O:24])[O:19][C:17](=O)[C:16]2=[CH:20][CH:21]=[CH:22][CH:23]=[C:15]2[CH2:14]1.[NH2:25][C:26]1[CH:31]=[CH:30][C:29]([NH:32][C:33](=[O:35])[CH3:34])=[CH:28][CH:27]=1. (2) Given the product [F:39][C:38]1[C:30]([C:27]2[CH:26]=[CH:25][C:24]([C:22]([NH:21][C:16]3[CH:17]=[CH:18][CH:19]=[CH:20][C:15]=3[NH:14][C:12](=[O:13])[O:11][C:7]([CH3:9])([CH3:10])[CH3:8])=[O:23])=[CH:29][CH:28]=2)=[N:31][CH:32]=[C:33]([CH2:34][OH:35])[CH:37]=1, predict the reactants needed to synthesize it. The reactants are: [H-].[Al+3].[Li+].[H-].[H-].[H-].[C:7]([O:11][C:12]([NH:14][C:15]1[CH:20]=[CH:19][CH:18]=[CH:17][C:16]=1[NH:21][C:22]([C:24]1[CH:29]=[CH:28][C:27]([C:30]2[C:38]([F:39])=[CH:37][C:33]([C:34](O)=[O:35])=[C:32](Cl)[N:31]=2)=[CH:26][CH:25]=1)=[O:23])=[O:13])([CH3:10])([CH3:9])[CH3:8].[OH-].[Na+].C(N(CC)CC)C. (3) The reactants are: Br[C:2]1[C:10]2[N:9]3[CH2:11][CH2:12][NH:13][C:14](=[O:15])[C:8]3=[CH:7][C:6]=2[CH:5]=[C:4]([C:16]#[N:17])[CH:3]=1.[N:18]1[CH:23]=[CH:22][CH:21]=[C:20](B(O)O)[CH:19]=1. Given the product [O:15]=[C:14]1[C:8]2=[CH:7][C:6]3[CH:5]=[C:4]([C:16]#[N:17])[CH:3]=[C:2]([C:20]4[CH:19]=[N:18][CH:23]=[CH:22][CH:21]=4)[C:10]=3[N:9]2[CH2:11][CH2:12][NH:13]1, predict the reactants needed to synthesize it.